Dataset: Full USPTO retrosynthesis dataset with 1.9M reactions from patents (1976-2016). Task: Predict the reactants needed to synthesize the given product. (1) The reactants are: [CH2:1]([O:3][C:4]([C:6]1[C:7]([N+:22]([O-])=O)=[C:8]([N:12]2[C:16]([C:17](OCC)=[O:18])=[CH:15][N:14]=[CH:13]2)[CH:9]=[CH:10][CH:11]=1)=[O:5])[CH3:2]. Given the product [O:18]=[C:17]1[NH:22][C:7]2[C:6]([C:4]([O:3][CH2:1][CH3:2])=[O:5])=[CH:11][CH:10]=[CH:9][C:8]=2[N:12]2[CH:13]=[N:14][CH:15]=[C:16]12, predict the reactants needed to synthesize it. (2) Given the product [F:28][C:19]1[CH:20]=[C:21]([C:24]([F:27])([F:26])[F:25])[CH:22]=[CH:23][C:18]=1[C@H:10]1[CH2:9][C@H:8]([C:6]2[O:7][NH:32][C:4](=[O:3])[CH:5]=2)[CH2:13][CH2:12][N:11]1[C:14]([O:16][CH3:17])=[O:15], predict the reactants needed to synthesize it. The reactants are: C([O:3][C:4](=O)[CH2:5][C:6]([C@@H:8]1[CH2:13][CH2:12][N:11]([C:14]([O:16][CH3:17])=[O:15])[C@@H:10]([C:18]2[CH:23]=[CH:22][C:21]([C:24]([F:27])([F:26])[F:25])=[CH:20][C:19]=2[F:28])[CH2:9]1)=[O:7])C.[OH-].[Na+].[NH2:32]O.Cl. (3) Given the product [CH3:1][O:2][C:3]1[CH:4]=[CH:5][C:6]([CH:9]([CH2:13][CH:14]=[O:15])[C:10]([O:12][CH2:21][CH3:22])=[O:11])=[CH:7][CH:8]=1, predict the reactants needed to synthesize it. The reactants are: [CH3:1][O:2][C:3]1[CH:8]=[CH:7][C:6]([CH:9]([CH2:13][CH:14]=[O:15])[C:10]([OH:12])=[O:11])=[CH:5][CH:4]=1.S(=O)(=O)(O)O.[CH2:21](O)[CH3:22].